From a dataset of Reaction yield outcomes from USPTO patents with 853,638 reactions. Predict the reaction yield, written as a fraction of the theoretical maximum amount of product (1.0 means a 100% yield; for example, 0.34 means a 34% yield). (1) The reactants are CO[C:3](=[O:29])[C:4]1[CH:9]=[C:8]([C:10]2[N:11]([CH2:16][CH2:17][O:18][CH2:19][Si:20]([CH3:23])([CH3:22])[CH3:21])[N:12]=[C:13]([CH3:15])[CH:14]=2)[C:7]([C:24]([F:27])([F:26])[F:25])=[CH:6][C:5]=1[NH2:28].CC[N:32]([CH2:35]C)CC.[CH3:37][S:38]([NH:41]N)(=[O:40])=[O:39].[OH-:43].[Na+]. The catalyst is C(Cl)Cl.O. The product is [CH3:15][C:13]1[CH:14]=[C:10]([C:8]2[CH:9]=[C:4]3[C:5](=[CH:6][C:7]=2[C:24]([F:26])([F:25])[F:27])[NH:28][C:35](=[O:43])[N:32]([NH:41][S:38]([CH3:37])(=[O:40])=[O:39])[C:3]3=[O:29])[N:11]([CH2:16][CH2:17][O:18][CH2:19][Si:20]([CH3:22])([CH3:23])[CH3:21])[N:12]=1. The yield is 0.260. (2) The reactants are C(OC([NH:11][C:12]1[C:13]([C:28]([NH:30][C:31]2[CH:32]=[N:33][CH:34]=[CH:35][C:36]=2[N:37]2[CH2:42][C@H:41]([CH3:43])[C@H:40]([NH:44][C:45](=[O:48])[O:46][CH3:47])[C@H:39]([NH:49]C(=O)OC(C)(C)C)[CH2:38]2)=[O:29])=[N:14][C:15]2[C:20]([CH:21]=1)=[CH:19][CH:18]=[C:17]([N:22]1[CH2:27][CH2:26][O:25][CH2:24][CH2:23]1)[CH:16]=2)=O)C1C=CC=CC=1. The catalyst is CO.C1COCC1.[Pd]. The product is [NH2:49][C@H:39]1[C@@H:40]([NH:44][C:45](=[O:48])[O:46][CH3:47])[C@@H:41]([CH3:43])[CH2:42][N:37]([C:36]2[CH:35]=[CH:34][N:33]=[CH:32][C:31]=2[NH:30][C:28]([C:13]2[C:12]([NH2:11])=[CH:21][C:20]3[C:15](=[CH:16][C:17]([N:22]4[CH2:23][CH2:24][O:25][CH2:26][CH2:27]4)=[CH:18][CH:19]=3)[N:14]=2)=[O:29])[CH2:38]1. The yield is 0.520.